Binary Classification. Given a miRNA mature sequence and a target amino acid sequence, predict their likelihood of interaction. From a dataset of Experimentally validated miRNA-target interactions with 360,000+ pairs, plus equal number of negative samples. (1) The miRNA is hsa-miR-6751-5p with sequence UUGGGGGUGAGGUUGGUGUCUGG. The protein sequence of the target gene is MFGSSRGGVRGGQDQFNWEDVKTDKQRENYLGNSLMAPVGRWQKGRDLTWYAKGRAPCAGPSREEELAAVREAEREALLAALGYKNVKKQPTGLSKEDFAEVCKREGGDPEEKGVDRLLGLGSASGSVGRVAMSREDKEAAKLGLSVFTHHRVESGGPGTSAASARRKPRAEDQTESSCESHRKSKKEKKKKKKRKHKKEKKKKDKEHRRPAEATSSPTSPERPRHHHHDSDSNSPCCKRRKRGHSGDRRSPSRRWHDRGSEA. Result: 0 (no interaction). (2) The protein sequence of the target gene is MASSASLETMVPPACPRAGASPATSKTLAFSIERIMAKTSEPRAPFEPRPAALEADSSQSKKLLNLCSPLPCMIPLQPLGYEVPSKTLLSYSEFWKSSLRAGGGGGGGSGGGAPVCGASGLCKTNCGVCCKAELGLAPSALPAGRVIKPQVINQAVGLPASGSLYYFNYLDSTAYPPSELLGGHLFPSGLLNAQAPTSLAAHPKLFLLENAKLASLAADKFPHPASYPHKERLHAPLEQVLKENSALTAERGGVKSHSKLPGGSTDSKPKNFTCEVCGKVFNAHYNLTRHMPVHTGARPF.... Result: 1 (interaction). The miRNA is mmu-miR-467f with sequence AUAUACACACACACACCUACA. (3) The miRNA is hsa-miR-5189-5p with sequence UCUGGGCACAGGCGGAUGGACAGG. The protein sequence of the target gene is MWKSVVGHDVSVSVETQGDDWDTDPDFVNDISEKEQRWGAKTIEGSGRTEHINIHQLRNKVSEEHDVLRKKEMESGPKASHGYGGRFGVERDRMDKSAVGHEYVAEVEKHSSQTDAAKGFGGKYGVERDRADKSAVGFDYKGEVEKHTSQKDYSRGFGGRYGVEKDKWDKAALGYDYKGETEKHESQRDYAKGFGGQYGIQKDRVDKSAVGFNEMEAPTTAYKKTTPIEAASSGTRGLKAKFESMAEEKRKREEEEKAQQVARRQQERKAVTKRSPEAPQPVIAMEEPAVPAPLPKKISS.... Result: 0 (no interaction).